Dataset: Reaction yield outcomes from USPTO patents with 853,638 reactions. Task: Predict the reaction yield, written as a fraction of the theoretical maximum amount of product (1.0 means a 100% yield; for example, 0.34 means a 34% yield). (1) The reactants are [CH2:1]([C@@H:5]1[N:10]([CH2:11][C:12]2[CH:16]=[C:15]([C:17]3C=C[CH:20]=[CH:19][CH:18]=3)[O:14][N:13]=2)[CH2:9][C@H:8]([CH2:23][CH:24]([CH3:26])[CH3:25])[NH:7][C:6]1=[O:27])[CH:2]([CH3:4])[CH3:3].C([C@@H]1NC[C@H](CC(C)C)NC1=[O:42])C(C)C.O1C=CC=C1C1ON=C(C=O)C=1. No catalyst specified. The product is [O:42]1[CH:20]=[CH:19][CH:18]=[C:17]1[C:15]1[O:14][N:13]=[C:12]([CH2:11][N:10]2[CH2:9][C@H:8]([CH2:23][CH:24]([CH3:26])[CH3:25])[NH:7][C:6](=[O:27])[C@@H:5]2[CH2:1][CH:2]([CH3:4])[CH3:3])[CH:16]=1. The yield is 0.243. (2) The reactants are Cl.[N:2]1([C:8]2([C:11]([O:13][CH2:14][CH3:15])=[O:12])[CH2:10][CH2:9]2)[CH2:7][CH2:6][NH:5][CH2:4][CH2:3]1.[C:16](=O)([O-])O.[Na+].C=O.C([BH3-])#N.[Na+]. The catalyst is O.CCOC(C)=O. The product is [CH3:16][N:5]1[CH2:4][CH2:3][N:2]([C:8]2([C:11]([O:13][CH2:14][CH3:15])=[O:12])[CH2:10][CH2:9]2)[CH2:7][CH2:6]1. The yield is 0.530. (3) The reactants are [CH3:1][O:2][C:3]1[CH:13]=[CH:12][CH:11]=[C:5]2[C:6]([NH:8][C:9](=O)[C:4]=12)=O.B.CO.Cl. The catalyst is O1CCCC1. The product is [CH3:1][O:2][C:3]1[CH:13]=[CH:12][CH:11]=[C:5]2[C:4]=1[CH2:9][NH:8][CH2:6]2. The yield is 0.590.